From a dataset of NCI-60 drug combinations with 297,098 pairs across 59 cell lines. Regression. Given two drug SMILES strings and cell line genomic features, predict the synergy score measuring deviation from expected non-interaction effect. (1) Drug 1: CC1=C(C=C(C=C1)NC(=O)C2=CC=C(C=C2)CN3CCN(CC3)C)NC4=NC=CC(=N4)C5=CN=CC=C5. Drug 2: C1=NC2=C(N=C(N=C2N1C3C(C(C(O3)CO)O)F)Cl)N. Cell line: SNB-19. Synergy scores: CSS=21.5, Synergy_ZIP=-6.85, Synergy_Bliss=-6.40, Synergy_Loewe=-70.4, Synergy_HSA=-8.55. (2) Drug 1: CNC(=O)C1=CC=CC=C1SC2=CC3=C(C=C2)C(=NN3)C=CC4=CC=CC=N4. Drug 2: CN(C)N=NC1=C(NC=N1)C(=O)N. Cell line: MALME-3M. Synergy scores: CSS=0.812, Synergy_ZIP=1.12, Synergy_Bliss=2.08, Synergy_Loewe=-2.97, Synergy_HSA=-0.883. (3) Drug 1: CN1CCC(CC1)COC2=C(C=C3C(=C2)N=CN=C3NC4=C(C=C(C=C4)Br)F)OC. Drug 2: C1=CC(=C2C(=C1NCCNCCO)C(=O)C3=C(C=CC(=C3C2=O)O)O)NCCNCCO. Cell line: SK-MEL-2. Synergy scores: CSS=54.3, Synergy_ZIP=10.1, Synergy_Bliss=10.8, Synergy_Loewe=-23.1, Synergy_HSA=9.45. (4) Drug 1: CCC1(CC2CC(C3=C(CCN(C2)C1)C4=CC=CC=C4N3)(C5=C(C=C6C(=C5)C78CCN9C7C(C=CC9)(C(C(C8N6C)(C(=O)OC)O)OC(=O)C)CC)OC)C(=O)OC)O.OS(=O)(=O)O. Drug 2: COCCOC1=C(C=C2C(=C1)C(=NC=N2)NC3=CC=CC(=C3)C#C)OCCOC.Cl. Cell line: CAKI-1. Synergy scores: CSS=6.25, Synergy_ZIP=-0.973, Synergy_Bliss=0.297, Synergy_Loewe=-0.203, Synergy_HSA=-0.182. (5) Drug 1: CC1=C2C(C(=O)C3(C(CC4C(C3C(C(C2(C)C)(CC1OC(=O)C(C(C5=CC=CC=C5)NC(=O)OC(C)(C)C)O)O)OC(=O)C6=CC=CC=C6)(CO4)OC(=O)C)OC)C)OC. Drug 2: C#CCC(CC1=CN=C2C(=N1)C(=NC(=N2)N)N)C3=CC=C(C=C3)C(=O)NC(CCC(=O)O)C(=O)O. Cell line: DU-145. Synergy scores: CSS=38.5, Synergy_ZIP=-0.947, Synergy_Bliss=-3.37, Synergy_Loewe=-3.35, Synergy_HSA=-2.68. (6) Drug 1: CCC1(C2=C(COC1=O)C(=O)N3CC4=CC5=C(C=CC(=C5CN(C)C)O)N=C4C3=C2)O.Cl. Drug 2: B(C(CC(C)C)NC(=O)C(CC1=CC=CC=C1)NC(=O)C2=NC=CN=C2)(O)O. Cell line: HL-60(TB). Synergy scores: CSS=97.7, Synergy_ZIP=-0.797, Synergy_Bliss=0.632, Synergy_Loewe=-0.361, Synergy_HSA=0.480.